This data is from Reaction yield outcomes from USPTO patents with 853,638 reactions. The task is: Predict the reaction yield, written as a fraction of the theoretical maximum amount of product (1.0 means a 100% yield; for example, 0.34 means a 34% yield). (1) The reactants are Cl.[CH3:2][S:3]([C:6]1[CH:11]=[CH:10][C:9]([NH:12][NH2:13])=[CH:8][CH:7]=1)(=[O:5])=[O:4].C[O-].[Na+].CO.C(O[CH:22]=[C:23]([C:26]#[N:27])[C:24]#[N:25])C. The catalyst is CCOC(C)=O.O. The product is [NH2:27][C:26]1[N:12]([C:9]2[CH:8]=[CH:7][C:6]([S:3]([CH3:2])(=[O:5])=[O:4])=[CH:11][CH:10]=2)[N:13]=[CH:22][C:23]=1[C:24]#[N:25]. The yield is 0.260. (2) The reactants are [C:1]1([C:7]2[NH:11][CH:10]=[C:9]([CH2:12][OH:13])[CH:8]=2)[CH:6]=[CH:5][CH:4]=[CH:3][CH:2]=1.C[N+]1([O-])CCOCC1. The catalyst is C(#N)C.[Ru]([O-])(=O)(=O)=O.C([N+](CCC)(CCC)CCC)CC. The product is [C:1]1([C:7]2[NH:11][CH:10]=[C:9]([CH:12]=[O:13])[CH:8]=2)[CH:6]=[CH:5][CH:4]=[CH:3][CH:2]=1. The yield is 0.620.